From a dataset of Full USPTO retrosynthesis dataset with 1.9M reactions from patents (1976-2016). Predict the reactants needed to synthesize the given product. (1) Given the product [CH3:20][C:9]1[N:10]([S:11]([C:14]2[CH:19]=[CH:18][CH:17]=[CH:16][CH:15]=2)(=[O:13])=[O:12])[C:5]2[C:6](=[N:7][C:2]([N:21]([C:30]([O:32][C:33]([CH3:36])([CH3:35])[CH3:34])=[O:31])[NH:22][C:23]([O:25][C:26]([CH3:27])([CH3:28])[CH3:29])=[O:24])=[CH:3][CH:4]=2)[CH:8]=1, predict the reactants needed to synthesize it. The reactants are: Cl[C:2]1[N:7]=[C:6]2[CH:8]=[C:9]([CH3:20])[N:10]([S:11]([C:14]3[CH:19]=[CH:18][CH:17]=[CH:16][CH:15]=3)(=[O:13])=[O:12])[C:5]2=[CH:4][CH:3]=1.[NH:21]([C:30]([O:32][C:33]([CH3:36])([CH3:35])[CH3:34])=[O:31])[NH:22][C:23]([O:25][C:26]([CH3:29])([CH3:28])[CH3:27])=[O:24].C(=O)([O-])[O-].[Cs+].[Cs+]. (2) Given the product [CH3:8][C:6]1[CH:7]=[C:2]([C:20]2[CH:21]=[CH:22][C:17]([O:10][C:11]3[CH:16]=[CH:15][CH:14]=[CH:13][CH:12]=3)=[CH:18][CH:19]=2)[C:3]([NH2:9])=[N:4][CH:5]=1, predict the reactants needed to synthesize it. The reactants are: Br[C:2]1[C:3]([NH2:9])=[N:4][CH:5]=[C:6]([CH3:8])[CH:7]=1.[O:10]([C:17]1[CH:22]=[CH:21][C:20](B(O)O)=[CH:19][CH:18]=1)[C:11]1[CH:16]=[CH:15][CH:14]=[CH:13][CH:12]=1.C(=O)([O-])[O-].[Na+].[Na+].